From a dataset of Catalyst prediction with 721,799 reactions and 888 catalyst types from USPTO. Predict which catalyst facilitates the given reaction. (1) The catalyst class is: 279. Reactant: CN(C)C=[N:4][C:5]1[N:13]=[CH:12][N:11]=[C:10]2[C:6]=1[N:7]=[C:8]([CH3:14])[NH:9]2.[CH3:16][C@:17]1([O:50]C(C2C=CC=CC=2)=O)[C@H:21](OC(C2C=CC=CC=2)=O)[O:20][C@H:19]([CH2:31][O:32]C(C2C=CC=CC=2)=O)[C@H:18]1[O:41]C(C1C=CC=CC=1)=O.[Si](OS(C(F)(F)F)(=O)=O)(C)(C)C. Product: [NH2:4][C:5]1[N:13]=[CH:12][N:11]=[C:10]2[C:6]=1[N:7]=[C:8]([CH3:14])[N:9]2[CH:21]1[C:17]([CH3:16])([OH:50])[CH:18]([OH:41])[CH:19]([CH2:31][OH:32])[O:20]1. (2) Reactant: C[O:2][C:3]([C@@H:5]1[CH2:10][N:9]([C:11](=[O:13])[CH3:12])[CH2:8][CH2:7][N:6]1[C:14](=[O:22])[C:15]1[CH:20]=[CH:19][C:18]([Cl:21])=[CH:17][CH:16]=1)=[O:4].[Li+].[OH-].O.Cl. Product: [C:11]([N:9]1[CH2:8][CH2:7][N:6]([C:14](=[O:22])[C:15]2[CH:20]=[CH:19][C:18]([Cl:21])=[CH:17][CH:16]=2)[C@H:5]([C:3]([OH:4])=[O:2])[CH2:10]1)(=[O:13])[CH3:12]. The catalyst class is: 87. (3) Reactant: [CH3:1][C:2]1[CH:7]=[CH:6][C:5]([S:8]([O:11][CH2:12][C@H:13]([CH2:19][OH:20])[CH2:14][CH2:15][CH:16]2[CH2:18][O:17]2)(=[O:10])=[O:9])=[CH:4][CH:3]=1.CC1C=CC(S(O)(=O)=O)=CC=1.O. Product: [CH3:1][C:2]1[CH:7]=[CH:6][C:5]([S:8]([O:11][CH2:12][C@H:13]2[CH2:14][CH2:15][CH:16]([CH2:18][OH:17])[O:20][CH2:19]2)(=[O:10])=[O:9])=[CH:4][CH:3]=1. The catalyst class is: 2. (4) Reactant: [C:1]([C:5]1[CH:20]=[CH:19][C:8]([C:9]([NH:11][C:12]2[C:13]([NH2:18])=[CH:14][CH:15]=[CH:16][CH:17]=2)=[O:10])=[CH:7][CH:6]=1)([CH3:4])([CH3:3])[CH3:2].[NH:21]1[C:29]2[C:24](=[CH:25][CH:26]=[C:27]([C:30](O)=[O:31])[CH:28]=2)[CH:23]=[N:22]1.C(Cl)CCl. Product: [C:1]([C:5]1[CH:20]=[CH:19][C:8]([C:9]([NH:11][C:12]2[C:13]([NH:18][C:30]([C:27]3[CH:28]=[C:29]4[C:24]([CH:23]=[N:22][NH:21]4)=[CH:25][CH:26]=3)=[O:31])=[CH:14][CH:15]=[CH:16][CH:17]=2)=[O:10])=[CH:7][CH:6]=1)([CH3:4])([CH3:2])[CH3:3]. The catalyst class is: 3.